Dataset: Forward reaction prediction with 1.9M reactions from USPTO patents (1976-2016). Task: Predict the product of the given reaction. (1) Given the reactants Cl.[N:2]([C:5]1[C:6]([NH2:12])=[N:7][CH:8]=[C:9]([F:11])[CH:10]=1)=[N+]=[N-].C(=O)([O-])[O-], predict the reaction product. The product is: [F:11][C:9]1[CH:10]=[C:5]([NH2:2])[C:6]([NH2:12])=[N:7][CH:8]=1. (2) The product is: [CH2:1]([C@@H:8]1[CH2:9][NH:10][CH2:11][CH2:12][N:13]1[C:14](=[O:34])[CH2:15][CH2:16][C:17]1[CH:22]=[CH:21][CH:20]=[CH:19][C:18]=1[O:23][C:24]1[CH:29]=[CH:28][CH:27]=[CH:26][C:25]=1[CH2:30][CH2:31][CH2:32][NH:33][C:42](=[O:44])[CH3:43])[C:2]1[CH:3]=[CH:4][CH:5]=[CH:6][CH:7]=1. Given the reactants [CH2:1]([C@H:8]1[N:13]([C:14](=[O:34])[CH2:15][CH2:16][C:17]2[CH:22]=[CH:21][CH:20]=[CH:19][C:18]=2[O:23][C:24]2[CH:29]=[CH:28][CH:27]=[CH:26][C:25]=2/[CH:30]=[CH:31]/[C:32]#[N:33])[CH2:12][CH2:11][N:10](C(OC(C)(C)C)=O)[CH2:9]1)[C:2]1[CH:7]=[CH:6][CH:5]=[CH:4][CH:3]=1.[C:42](OC(=O)C)(=[O:44])[CH3:43], predict the reaction product. (3) Given the reactants [NH2:1][C:2]1[CH:17]=[CH:16][C:5]2[N:6]([C:9]3[CH:14]=[CH:13][CH:12]=[CH:11][C:10]=3[OH:15])[CH:7]=[N:8][C:4]=2[CH:3]=1.[CH2:18](Br)[C:19]#[CH:20].C([O-])([O-])=O.[K+].[K+].CC(C)=O, predict the reaction product. The product is: [NH2:1][C:2]1[CH:17]=[CH:16][C:5]2[N:6]([C:9]3[CH:14]=[CH:13][CH:12]=[CH:11][C:10]=3[O:15][CH2:20][C:19]#[CH:18])[CH:7]=[N:8][C:4]=2[CH:3]=1.